Dataset: Full USPTO retrosynthesis dataset with 1.9M reactions from patents (1976-2016). Task: Predict the reactants needed to synthesize the given product. (1) Given the product [CH:24]([N:23]([CH2:2][C:3]1[O:4][C:5]([C:12]2[CH:17]=[CH:16][C:15]([C:18]([F:21])([F:20])[F:19])=[CH:14][CH:13]=2)=[CH:6][C:7]=1[CH2:8][OH:10])[CH3:22])([CH3:26])[CH3:25], predict the reactants needed to synthesize it. The reactants are: Br[CH2:2][C:3]1[O:4][C:5]([C:12]2[CH:17]=[CH:16][C:15]([C:18]([F:21])([F:20])[F:19])=[CH:14][CH:13]=2)=[CH:6][C:7]=1[C:8]([O:10]C)=O.[CH3:22][NH:23][CH:24]([CH3:26])[CH3:25]. (2) Given the product [CH3:1][C:2]1[CH:3]=[CH:4][C:5]([S:8]([NH:11][C:12]2[CH:13]=[C:14]([C:28]3[N:33]=[C:32]4[S:34][C:35]([NH:37][C:38](=[O:40])[CH3:39])=[N:36][C:31]4=[CH:30][CH:29]=3)[CH:15]=[CH:16][CH:17]=2)(=[O:9])=[O:10])=[CH:6][CH:7]=1, predict the reactants needed to synthesize it. The reactants are: [CH3:1][C:2]1[CH:7]=[CH:6][C:5]([S:8]([NH:11][C:12]2[CH:17]=[CH:16][CH:15]=[C:14](B3OC(C)(C)C(C)(C)O3)[CH:13]=2)(=[O:10])=[O:9])=[CH:4][CH:3]=1.Br[C:28]1[N:33]=[C:32]2[S:34][C:35]([NH:37][C:38](=[O:40])[CH3:39])=[N:36][C:31]2=[CH:30][CH:29]=1. (3) Given the product [Cl:8][C:7]1[C:6]([N:24]2[CH2:23][CH2:22][CH:21]([C:14]3[CH:15]=[CH:16][C:17]([O:19][CH3:20])=[CH:18][C:13]=3[O:12][CH3:11])[CH2:26][CH2:25]2)=[CH:5][N:4]=[N:3][C:2]=1[NH:33][NH2:34], predict the reactants needed to synthesize it. The reactants are: Cl[C:2]1[N:3]=[N:4][CH:5]=[C:6](Cl)[C:7]=1[Cl:8].Cl.[CH3:11][O:12][C:13]1[CH:18]=[C:17]([O:19][CH3:20])[CH:16]=[CH:15][C:14]=1[CH:21]1[CH2:26][CH2:25][NH:24][CH2:23][CH2:22]1.C(=O)([O-])[O-].[K+].[K+].[NH2:33][NH2:34].